Dataset: Reaction yield outcomes from USPTO patents with 853,638 reactions. Task: Predict the reaction yield, written as a fraction of the theoretical maximum amount of product (1.0 means a 100% yield; for example, 0.34 means a 34% yield). (1) The product is [N:87]1([CH2:96][C:97]([NH:1][C@:2]23[CH2:37][CH2:36][C@@H:35]([C:38]([CH3:40])=[CH2:39])[C@@H:3]2[C@@H:4]2[C@@:17]([CH3:20])([CH2:18][CH2:19]3)[C@@:16]3([CH3:21])[C@@H:7]([C@:8]4([CH3:34])[C@@H:13]([CH2:14][CH2:15]3)[C:12]([CH3:23])([CH3:22])[C:11]([C:24]3[CH:25]=[CH:26][C:27]([C:28]([OH:30])=[O:29])=[CH:32][CH:33]=3)=[CH:10][CH2:9]4)[CH2:6][CH2:5]2)=[O:99])[C:95]2[C:90](=[CH:91][CH:92]=[CH:93][CH:94]=2)[CH:89]=[CH:88]1. The yield is 0.310. No catalyst specified. The reactants are [NH2:1][C@:2]12[CH2:37][CH2:36][C@@H:35]([C:38]([CH3:40])=[CH2:39])[C@@H:3]1[C@@H:4]1[C@@:17]([CH3:20])([CH2:18][CH2:19]2)[C@@:16]2([CH3:21])[C@@H:7]([C@:8]3([CH3:34])[C@@H:13]([CH2:14][CH2:15]2)[C:12]([CH3:23])([CH3:22])[C:11]([C:24]2[CH:33]=[CH:32][C:27]([C:28]([O:30]C)=[O:29])=[CH:26][CH:25]=2)=[CH:10][CH2:9]3)[CH2:6][CH2:5]1.CN(C)CCC(N[C@]12CC[C@@H](C(C)=C)[C@@H]1[C@@H]1[C@@](C)(CC2)[C@@]2(C)[C@@H]([C@]3(C)[C@@H](CC2)C(C)(C)C(C2C=CC(C(O)=O)=CC=2)=CC3)CC1)=O.[N:87]1([CH2:96][C:97]([OH:99])=O)[C:95]2[C:90](=[CH:91][CH:92]=[CH:93][CH:94]=2)[CH:89]=[CH:88]1. (2) The reactants are [Cl-].[CH3:2][C:3]1[CH:4]=[C:5]([CH:28]=[C:29]([CH3:31])[CH:30]=1)[NH:6][C:7]1[C:8]([NH2+:13][C:14]2[CH:19]=[CH:18][C:17]([C:20]3[C:25]([CH3:26])=[CH:24][CH:23]=[CH:22][C:21]=3[CH3:27])=[CH:16][CH:15]=2)=[N:9][CH:10]=[CH:11][N:12]=1.[CH:32](OCC)(OCC)[O:33][CH2:34][CH3:35]. No catalyst specified. The product is [CH3:31][C:29]1[CH:28]=[C:5]([N:6]2[C:7]3[C:8](=[N:9][CH:10]=[CH:11][N:12]=3)[N:13]([C:14]3[CH:15]=[CH:16][C:17]([C:20]4[C:25]([CH3:26])=[CH:24][CH:23]=[CH:22][C:21]=4[CH3:27])=[CH:18][CH:19]=3)[CH:32]2[O:33][CH2:34][CH3:35])[CH:4]=[C:3]([CH3:2])[CH:30]=1. The yield is 0.870. (3) The reactants are C([N:20]1[CH:28]=[C:27]2[C:22]([CH:23]=[CH:24][CH:25]=[C:26]2[CH:29]2[CH2:32][N:31](C(OC(C)(C)C)=O)[CH2:30]2)=[N:21]1)(C1C=CC=CC=1)(C1C=CC=CC=1)C1C=CC=CC=1.[ClH:40]. The catalyst is CCOCC. The product is [ClH:40].[NH:31]1[CH2:30][CH:29]([C:26]2[CH:25]=[CH:24][CH:23]=[C:22]3[C:27]=2[CH:28]=[N:20][NH:21]3)[CH2:32]1. The yield is 0.880.